Dataset: CYP3A4 inhibition data for predicting drug metabolism from PubChem BioAssay. Task: Regression/Classification. Given a drug SMILES string, predict its absorption, distribution, metabolism, or excretion properties. Task type varies by dataset: regression for continuous measurements (e.g., permeability, clearance, half-life) or binary classification for categorical outcomes (e.g., BBB penetration, CYP inhibition). Dataset: cyp3a4_veith. (1) The compound is CC(=O)N1CCC2(CC1)CN(c1cccc(-c3ccccc3)c1)C2. The result is 0 (non-inhibitor). (2) The molecule is CN(C)/C(CN1CCN(C=O)CC1)=C1\N=C(c2ccccc2)OC1=O. The result is 0 (non-inhibitor). (3) The compound is O=c1cnc2cnc(N3CCOCC3)nc2n1C1CC1. The result is 0 (non-inhibitor). (4) The molecule is Cc1cccc(CNc2ncncc2-c2cccc(C#N)c2)c1. The result is 1 (inhibitor). (5) The molecule is COc1ccc(C(=O)C(CCCCC(CN(C)C)C(=O)c2ccc(OC)cc2)CN(C)C)cc1.Cl. The result is 0 (non-inhibitor). (6) The drug is O=c1c(-c2cccs2)nc2cnc(N3CCNCC3)nc2n1Cc1cccs1. The result is 1 (inhibitor). (7) The molecule is Br.CC(NC1=NCCCCC1)c1ccccc1. The result is 0 (non-inhibitor).